Dataset: Forward reaction prediction with 1.9M reactions from USPTO patents (1976-2016). Task: Predict the product of the given reaction. (1) Given the reactants [Cl:1][C:2]1[CH:31]=[CH:30][CH:29]=[C:28]([C:32]([F:35])([F:34])[F:33])[C:3]=1[C:4]([N:6]1[C:14]2[C:9](=[C:10]([F:15])[CH:11]=[CH:12][CH:13]=2)[C:8]([C:16]2[CH2:21][CH2:20][CH:19]([C:22]([O:24][CH2:25][CH3:26])=[O:23])[C:18](=[O:27])[CH:17]=2)=[N:7]1)=[O:5].[BH4-].[Na+], predict the reaction product. The product is: [Cl:1][C:2]1[CH:31]=[CH:30][CH:29]=[C:28]([C:32]([F:33])([F:35])[F:34])[C:3]=1[C:4]([N:6]1[C:14]2[C:9](=[C:10]([F:15])[CH:11]=[CH:12][CH:13]=2)[C:8]([C:16]2[CH2:21][CH2:20][CH:19]([C:22]([O:24][CH2:25][CH3:26])=[O:23])[CH:18]([OH:27])[CH:17]=2)=[N:7]1)=[O:5]. (2) Given the reactants [CH2:1]([O:3][C:4](=[O:16])[C:5](=O)[CH2:6][C:7]([C:9]1[CH:14]=[CH:13][CH:12]=[CH:11][N:10]=1)=[O:8])[CH3:2].[NH:17]([C:19]1[CH:20]=[CH:21][C:22]([O:25][CH3:26])=[N:23][CH:24]=1)[NH2:18], predict the reaction product. The product is: [CH2:1]([O:3][C:4]([C:5]1[CH2:6][C:7]([OH:8])([C:9]2[CH:14]=[CH:13][CH:12]=[CH:11][N:10]=2)[N:17]([C:19]2[CH:24]=[N:23][C:22]([O:25][CH3:26])=[CH:21][CH:20]=2)[N:18]=1)=[O:16])[CH3:2]. (3) The product is: [CH3:15][N:16]([CH3:17])[C:2]1[C:11]2[C:6](=[CH:7][CH:8]=[C:9]([O:12][CH3:13])[CH:10]=2)[C:5](=[O:14])[NH:4][CH:3]=1. Given the reactants Br[C:2]1[C:11]2[C:6](=[CH:7][CH:8]=[C:9]([O:12][CH3:13])[CH:10]=2)[C:5](=[O:14])[NH:4][CH:3]=1.[CH3:15][NH:16][CH3:17], predict the reaction product.